From a dataset of Catalyst prediction with 721,799 reactions and 888 catalyst types from USPTO. Predict which catalyst facilitates the given reaction. (1) Reactant: [C:1]([NH:11][C@H:12]([C:16]([OH:18])=O)[CH:13]([CH3:15])[CH3:14])([O:3][CH2:4][C:5]1[CH:10]=[CH:9][CH:8]=[CH:7][CH:6]=1)=[O:2].C(N(C(C)C)CC)(C)C.CN(C(ON1N=NC2C=CC=CC1=2)=[N+](C)C)C.[B-](F)(F)(F)F.Cl.[CH2:51]([O:58][P:59]([CH2:68][C@H:69]([OH:72])[CH2:70][NH2:71])([CH2:61][CH:62]1[CH2:67][CH2:66][CH2:65][CH2:64][CH2:63]1)=[O:60])[C:52]1[CH:57]=[CH:56][CH:55]=[CH:54][CH:53]=1. Product: [CH2:51]([O:58][P:59]([CH2:68][C@H:69]([OH:72])[CH2:70][NH:71][C:16](=[O:18])[C@@H:12]([NH:11][C:1]([O:3][CH2:4][C:5]1[CH:6]=[CH:7][CH:8]=[CH:9][CH:10]=1)=[O:2])[CH:13]([CH3:14])[CH3:15])([CH2:61][CH:62]1[CH2:67][CH2:66][CH2:65][CH2:64][CH2:63]1)=[O:60])[C:52]1[CH:53]=[CH:54][CH:55]=[CH:56][CH:57]=1. The catalyst class is: 39. (2) Reactant: Br[C:2]1[C:11]2[O:10][C:9]([CH3:13])([CH3:12])[CH2:8][N:7]([S:14]([C:17]3[CH:22]=[CH:21][CH:20]=[CH:19][C:18]=3[F:23])(=[O:16])=[O:15])[C:6]=2[CH:5]=[CH:4][CH:3]=1.[C:24]([N:31]1[CH2:36][CH2:35][NH:34][CH2:33][CH2:32]1)([O:26][C:27]([CH3:30])([CH3:29])[CH3:28])=[O:25].CC([O-])(C)C.[Na+].C(OCC)(=O)C. Product: [C:27]([O:26][C:24]([N:31]1[CH2:36][CH2:35][N:34]([C:2]2[C:11]3[O:10][C:9]([CH3:13])([CH3:12])[CH2:8][N:7]([S:14]([C:17]4[CH:22]=[CH:21][CH:20]=[CH:19][C:18]=4[F:23])(=[O:16])=[O:15])[C:6]=3[CH:5]=[CH:4][CH:3]=2)[CH2:33][CH2:32]1)=[O:25])([CH3:30])([CH3:28])[CH3:29]. The catalyst class is: 733. (3) Reactant: [NH2:1][CH2:2][C:3]1[C:4]([F:20])=[C:5]([O:10][C:11]2[CH:12]=[C:13]([CH:16]=[C:17]([Cl:19])[CH:18]=2)[C:14]#[N:15])[C:6]([Cl:9])=[CH:7][CH:8]=1.[N:21]1[CH:26]=[CH:25][CH:24]=[CH:23][C:22]=1[C:27](O)=[O:28].CN(C(ON1N=NC2C=CC=NC1=2)=[N+](C)C)C.F[P-](F)(F)(F)(F)F.CCN(C(C)C)C(C)C. Product: [Cl:9][C:6]1[CH:7]=[CH:8][C:3]([CH2:2][NH:1][C:27]([C:22]2[CH:23]=[CH:24][CH:25]=[CH:26][N:21]=2)=[O:28])=[C:4]([F:20])[C:5]=1[O:10][C:11]1[CH:12]=[C:13]([C:14]#[N:15])[CH:16]=[C:17]([Cl:19])[CH:18]=1. The catalyst class is: 121. (4) Reactant: [NH2:1][C:2]1[C:3]2[CH2:14][N:13]([C:15]([O:17][C:18]([CH3:21])([CH3:20])[CH3:19])=[O:16])[C:12]([CH3:23])([CH3:22])[C:4]=2[N:5]([C:7]([O:9][CH2:10][CH3:11])=[O:8])[N:6]=1.C(N(CC)C(C)C)(C)C.[F:33][C:34]1[CH:42]=[CH:41][C:37]([C:38](Cl)=[O:39])=[CH:36][CH:35]=1. Product: [F:33][C:34]1[CH:42]=[CH:41][C:37]([C:38]([NH:1][C:2]2[C:3]3[CH2:14][N:13]([C:15]([O:17][C:18]([CH3:21])([CH3:20])[CH3:19])=[O:16])[C:12]([CH3:22])([CH3:23])[C:4]=3[N:5]([C:7]([O:9][CH2:10][CH3:11])=[O:8])[N:6]=2)=[O:39])=[CH:36][CH:35]=1. The catalyst class is: 1.